This data is from Forward reaction prediction with 1.9M reactions from USPTO patents (1976-2016). The task is: Predict the product of the given reaction. (1) Given the reactants [NH2:1][C:2]1[N:3]=[CH:4][C:5]([C:8]2[C:9]([F:19])=[C:10]([OH:18])[C:11]([CH:14]3[CH2:17][CH2:16][CH2:15]3)=[CH:12][CH:13]=2)=[N:6][CH:7]=1.Cl[C:21]1[CH:26]=[C:25]([CH3:27])[N:24]=[C:23]([N:28]([CH3:30])[CH3:29])[N:22]=1, predict the reaction product. The product is: [NH2:1][C:2]1[N:3]=[CH:4][C:5]([C:8]2[C:9]([F:19])=[C:10]([C:11]([CH:14]3[CH2:15][CH2:16][CH2:17]3)=[CH:12][CH:13]=2)[O:18][C:21]2[CH:26]=[C:25]([CH3:27])[N:24]=[C:23]([N:28]([CH3:30])[CH3:29])[N:22]=2)=[N:6][CH:7]=1. (2) The product is: [OH:1][C@@H:2]1[CH2:26][C@H:25]2[C@:20]([CH3:61])([CH2:21][CH2:22][C@H:23]([O:27][CH2:28][CH2:29][N:30]([C:32]3[CH:37]=[CH:36][C:35]([C@H:38]4[CH2:55][C@@:53]5([CH3:54])[C@@H:49]([CH2:50][CH2:51][C@:52]5([OH:59])[C:56]#[C:57][CH3:58])[C@H:48]5[C:39]4=[C:40]4[C:45]([CH2:46][CH2:47]5)=[CH:44][C:43](=[O:60])[CH2:42][CH2:41]4)=[CH:34][CH:33]=3)[CH3:31])[CH2:24]2)[C@@H:19]2[C@@H:3]1[C@H:4]1[C@:16]([CH3:63])([C@@H:17]([OH:62])[CH2:18]2)[C@@H:7]([C@H:8]([CH3:15])[CH2:9][CH2:10][C:11]([OH:13])=[O:12])[CH2:6][CH2:5]1. Given the reactants [OH:1][C@@H:2]1[CH2:26][C@H:25]2[C@:20]([CH3:61])([CH2:21][CH2:22][C@H:23]([O:27][CH2:28][CH2:29][N:30]([C:32]3[CH:37]=[CH:36][C:35]([C@H:38]4[CH2:55][C@@:53]5([CH3:54])[C@@H:49]([CH2:50][CH2:51][C@:52]5([OH:59])[C:56]#[C:57][CH3:58])[C@H:48]5[C:39]4=[C:40]4[C:45]([CH2:46][CH2:47]5)=[CH:44][C:43](=[O:60])[CH2:42][CH2:41]4)=[CH:34][CH:33]=3)[CH3:31])[CH2:24]2)[C@@H:19]2[C@@H:3]1[C@H:4]1[C@:16]([CH3:63])([C@@H:17]([OH:62])[CH2:18]2)[C@@H:7]([C@H:8]([CH3:15])[CH2:9][CH2:10][C:11]([O:13]C)=[O:12])[CH2:6][CH2:5]1.[OH-].[K+].Cl, predict the reaction product. (3) Given the reactants [NH2:1][C:2]1([CH2:9][C:10]#[CH:11])[CH2:6][CH2:5][N:4]([CH3:7])[C:3]1=[O:8].I[C:13]1[N:18]=[C:17]([CH3:19])[CH:16]=[C:15]([C:20]2[CH:25]=[CH:24][C:23]([C:26]([F:29])([F:28])[F:27])=[CH:22][CH:21]=2)[N:14]=1.C(NC(C)C)(C)C, predict the reaction product. The product is: [NH2:1][C:2]1([CH2:9][C:10]#[C:11][C:13]2[N:18]=[C:17]([CH3:19])[CH:16]=[C:15]([C:20]3[CH:21]=[CH:22][C:23]([C:26]([F:29])([F:27])[F:28])=[CH:24][CH:25]=3)[N:14]=2)[CH2:6][CH2:5][N:4]([CH3:7])[C:3]1=[O:8]. (4) Given the reactants [NH2:1][C:2]1[CH:3]=[C:4]([C:8]2[S:12][C:11]([C:13]3[CH:14]=[C:15]4[C:19](=[CH:20][CH:21]=3)[C:18](=[O:22])[N:17]([CH3:23])[CH2:16]4)=[CH:10][CH:9]=2)[CH:5]=[N:6][CH:7]=1.[Br:24][C:25]1[S:29][C:28]([S:30](Cl)(=[O:32])=[O:31])=[CH:27][CH:26]=1, predict the reaction product. The product is: [Br:24][C:25]1[S:29][C:28]([S:30]([NH:1][C:2]2[CH:7]=[N:6][CH:5]=[C:4]([C:8]3[S:12][C:11]([C:13]4[CH:14]=[C:15]5[C:19](=[CH:20][CH:21]=4)[C:18](=[O:22])[N:17]([CH3:23])[CH2:16]5)=[CH:10][CH:9]=3)[CH:3]=2)(=[O:32])=[O:31])=[CH:27][CH:26]=1. (5) Given the reactants [H-].[Na+].[Cl:3][C:4]1[CH:9]=[CH:8][C:7]([OH:10])=[CH:6][CH:5]=1.[H][H].[CH2:13]([O:15][CH:16]([O:19][CH2:20][CH3:21])[CH2:17]Br)[CH3:14], predict the reaction product. The product is: [Cl:3][C:4]1[CH:9]=[CH:8][C:7]([O:10][CH2:17][CH:16]([O:19][CH2:20][CH3:21])[O:15][CH2:13][CH3:14])=[CH:6][CH:5]=1.